This data is from Catalyst prediction with 721,799 reactions and 888 catalyst types from USPTO. The task is: Predict which catalyst facilitates the given reaction. (1) Reactant: C([O:8][C:9]1[CH:17]=[C:16]2[C:12]([CH:13]=[CH:14][N:15]2[C:18]2[N:22]([CH3:23])[N:21]=[C:20]([CH3:24])[C:19]=2[CH:25]=[O:26])=[CH:11][CH:10]=1)C1C=CC=CC=1.[H][H]. Product: [OH:8][C:9]1[CH:17]=[C:16]2[C:12]([CH2:13][CH2:14][N:15]2[C:18]2[N:22]([CH3:23])[N:21]=[C:20]([CH3:24])[C:19]=2[CH:25]=[O:26])=[CH:11][CH:10]=1. The catalyst class is: 129. (2) Reactant: [C:1]([C:4]1[C:22](=[O:23])[C@@:8]2([CH3:24])[C:9]3[C:15]([OH:16])=[CH:14][C:13]([O:17][CH3:18])=[C:12]([C:19]([NH2:21])=[O:20])[C:10]=3[O:11][C:7]2=[CH:6][C:5]=1[OH:25])(=[O:3])[CH3:2].[F:26][C:27]1[C:36]2[C:31](=[CH:32][CH:33]=[CH:34][CH:35]=2)[C:30]([CH:37]=O)=[C:29]([CH3:39])[CH:28]=1.C([SiH](CC)CC)C.FC(F)(F)C(O)=O. Product: [C:1]([C:4]1[C:22](=[O:23])[C@@:8]2([CH3:24])[C:9]3[C:15]([OH:16])=[CH:14][C:13]([O:17][CH3:18])=[C:12]([C:19]([NH:21][CH2:37][C:30]4[C:31]5[C:36](=[CH:35][CH:34]=[CH:33][CH:32]=5)[C:27]([F:26])=[CH:28][C:29]=4[CH3:39])=[O:20])[C:10]=3[O:11][C:7]2=[CH:6][C:5]=1[OH:25])(=[O:3])[CH3:2]. The catalyst class is: 10. (3) Reactant: [CH3:1][C:2]1([CH3:14])[CH2:8][C:7](=O)[NH:6][C:5]2[CH:10]=[CH:11][CH:12]=[CH:13][C:4]=2[NH:3]1.COC1C=CC(P2(SP(C3C=CC(OC)=CC=3)(=S)S2)=[S:24])=CC=1. Product: [CH3:1][C:2]1([CH3:14])[CH2:8][C:7](=[S:24])[NH:6][C:5]2[CH:10]=[CH:11][CH:12]=[CH:13][C:4]=2[NH:3]1. The catalyst class is: 1. (4) Reactant: C(OC([N:8]1[CH2:13][CH2:12][NH:11][CH2:10][CH2:9]1)=O)(C)(C)C.C(N(CC)CC)C.[N:21]1[C:30]2[C:25](=[CH:26][CH:27]=[CH:28][C:29]=2[S:31](Cl)(=[O:33])=[O:32])[CH:24]=[CH:23][CH:22]=1.C(O)(=O)CC(CC(O)=O)(C(O)=O)O. Product: [N:21]1[C:30]2[C:25](=[CH:26][CH:27]=[CH:28][C:29]=2[S:31]([N:8]2[CH2:9][CH2:10][NH:11][CH2:12][CH2:13]2)(=[O:33])=[O:32])[CH:24]=[CH:23][CH:22]=1. The catalyst class is: 4. (5) Reactant: [C:1]1([C:7]([C:21]2[CH:26]=[CH:25][CH:24]=[CH:23][CH:22]=2)([C:15]2[CH:20]=[CH:19][CH:18]=[CH:17][CH:16]=2)[N:8]2[CH:12]=[C:11]([CH:13]=O)[N:10]=[CH:9]2)[CH:6]=[CH:5][CH:4]=[CH:3][CH:2]=1.[Br-].[CH2:28]([O:35][CH2:36][CH2:37][CH2:38][P+](C1C=CC=CC=1)(C1C=CC=CC=1)C1C=CC=CC=1)[C:29]1[CH:34]=[CH:33][CH:32]=[CH:31][CH:30]=1.CC(C)([O-])C.[K+]. Product: [C:29]1([CH2:28][O:35][CH2:36][CH2:37]/[CH:38]=[CH:13]\[C:11]2[N:10]=[CH:9][N:8]([C:7]([C:1]3[CH:6]=[CH:5][CH:4]=[CH:3][CH:2]=3)([C:15]3[CH:16]=[CH:17][CH:18]=[CH:19][CH:20]=3)[C:21]3[CH:26]=[CH:25][CH:24]=[CH:23][CH:22]=3)[CH:12]=2)[CH:30]=[CH:31][CH:32]=[CH:33][CH:34]=1. The catalyst class is: 7.